From a dataset of Catalyst prediction with 721,799 reactions and 888 catalyst types from USPTO. Predict which catalyst facilitates the given reaction. (1) Reactant: Cl.Cl.[F:3][C:4]1[CH:24]=[CH:23][C:7]([CH2:8][N:9]2[C:13]([C@@H:14]3[CH2:19][N:18]4[CH2:20][CH2:21][CH2:22][C@@H:17]4[CH2:16][NH:15]3)=[CH:12][CH:11]=[N:10]2)=[CH:6][CH:5]=1.[C:25]([O:29][C:30]([NH:32][C@@H:33]([CH:37]1[CH2:42][CH2:41][CH2:40][CH2:39][CH2:38]1)[C:34](O)=[O:35])=[O:31])([CH3:28])([CH3:27])[CH3:26].C(N(C(C)C)C(C)C)C.F[P-](F)(F)(F)(F)F.N1(OC(N(C)C)=[N+](C)C)C2N=CC=CC=2N=N1. Product: [C:25]([O:29][C:30](=[O:31])[NH:32][C@@H:33]([CH:37]1[CH2:38][CH2:39][CH2:40][CH2:41][CH2:42]1)[C:34]([N:15]1[C@H:14]([C:13]2[N:9]([CH2:8][C:7]3[CH:23]=[CH:24][C:4]([F:3])=[CH:5][CH:6]=3)[N:10]=[CH:11][CH:12]=2)[CH2:19][N:18]2[CH2:20][CH2:21][CH2:22][C@@H:17]2[CH2:16]1)=[O:35])([CH3:28])([CH3:26])[CH3:27]. The catalyst class is: 39. (2) Reactant: [CH3:1][C@H:2]1[CH2:7][NH:6][C@H:5]([CH3:8])[CH2:4][N:3]1[C:9]1[CH:16]=[C:15]([O:17][CH3:18])[C:12]([C:13]#[N:14])=[C:11]([F:19])[CH:10]=1.[N:20]([C:23]1[CH:30]=[CH:29][C:26]([C:27]#[N:28])=[CH:25][CH:24]=1)=[C:21]=[O:22]. Product: [C:27]([C:26]1[CH:29]=[CH:30][C:23]([NH:20][C:21]([N:6]2[CH2:7][C@H:2]([CH3:1])[N:3]([C:9]3[CH:16]=[C:15]([O:17][CH3:18])[C:12]([C:13]#[N:14])=[C:11]([F:19])[CH:10]=3)[CH2:4][C@H:5]2[CH3:8])=[O:22])=[CH:24][CH:25]=1)#[N:28]. The catalyst class is: 10. (3) Reactant: [Br:1][C:2]1[CH:3]=[C:4]2[C:8](=[CH:9][C:10]=1[N+:11]([O-])=O)[NH:7][CH:6]=[CH:5]2. Product: [Br:1][C:2]1[CH:3]=[C:4]2[C:8](=[CH:9][C:10]=1[NH2:11])[NH:7][CH:6]=[CH:5]2. The catalyst class is: 171. (4) Reactant: O=[C:2]([C:6]1[C:11]([F:12])=[CH:10][CH:9]=[C:8]([F:13])[C:7]=1[F:14])[CH2:3][C:4]#[N:5].[CH:15]([C:17]1[CH:22]=[CH:21][C:20]([N:23]2[CH2:28][CH2:27][N:26]([C:29]([O:31][C:32]([CH3:35])([CH3:34])[CH3:33])=[O:30])[CH2:25][CH2:24]2)=[CH:19][CH:18]=1)=O.[NH2:36][C:37]1[CH:41]=[C:40]([CH3:42])[NH:39][N:38]=1. The catalyst class is: 10. Product: [C:4]([C:3]1[CH:15]([C:17]2[CH:22]=[CH:21][C:20]([N:23]3[CH2:28][CH2:27][N:26]([C:29]([O:31][C:32]([CH3:35])([CH3:34])[CH3:33])=[O:30])[CH2:25][CH2:24]3)=[CH:19][CH:18]=2)[C:41]2[C:40]([CH3:42])=[N:39][NH:38][C:37]=2[NH:36][C:2]=1[C:6]1[C:11]([F:12])=[CH:10][CH:9]=[C:8]([F:13])[C:7]=1[F:14])#[N:5].